Dataset: Experimentally validated miRNA-target interactions with 360,000+ pairs, plus equal number of negative samples. Task: Binary Classification. Given a miRNA mature sequence and a target amino acid sequence, predict their likelihood of interaction. (1) The miRNA is hsa-miR-4700-5p with sequence UCUGGGGAUGAGGACAGUGUGU. The protein sequence of the target gene is MWLWEDQGGLLGPFSFLLLVLLLVTRSPVNACLLTGSLFVLLRVFSFEPVPSCRALQVLKPRDRISAIAHRGGSHDAPENTLAAIRQAAKNGATGVELDIEFTSDGIPVLMHDNTVDRTTDGTGRLCDLTFEQIRKLNPAANHRLRNDFPDEKIPTLREAVAECLNHNLTIFFDVKGHAHKATEALKKMYMEFPQLYNNSVVCSFLPEVIYKMRQTDRDVITALTHRPWSLSHTGDGKPRYDTFWKHFIFVMMDILLDWSMHNILWYLCGISAFLMQKDFVSPAYLKKWSAKGIQVVGWT.... Result: 1 (interaction). (2) The miRNA is hsa-miR-30c-2-3p with sequence CUGGGAGAAGGCUGUUUACUCU. The protein sequence of the target gene is MWIQQLLGLSSMSIRWPGRPLGSHAWILIAMFQLAVDLPACEALGPGPEFWLLPRSPPRPPRLWSFRSGQPARVPAPVWSPRPPRVERIHGQMQMPRARRAHRPRDQAAALVPKAGLAKPPAAAKSSPSLASSSSSSSSAVAGGAPEQQALLRRGKRHLQGDGLSSFDSRGSRPTTETEFIAWGPTGDEEALESNTFPGVYGPTTVSILQTRKTTVAATTTTTTTATPMTLQTKGFTESLDPRRRIPGGVSTTEPSTSPSNNGEVTQPPRILGEASGLAVHQIITITVSLIMVIAALITT.... Result: 1 (interaction). (3) The miRNA is hsa-miR-4713-5p with sequence UUCUCCCACUACCAGGCUCCCA. The protein sequence of the target gene is MKRQNVRTLALIVCTFTYLLVGAAVFDALESEPEMIERQRLELRQLELRARYNLSEGGYEELERVVLRLKPHKAGVQWRFAGSFYFAITVITTIGYGHAAPSTDGGKVFCMFYALLGIPLTLVMFQSLGERINTFVRYLLHRAKRGLGMRHAEVSMANMVLIGFVSCISTLCIGAAAFSYYERWTFFQAYYYCFITLTTIGFGDYVALQKDQALQTQPQYVAFSFVYILTGLTVIGAFLNLVVLRFMTMNAEDEKRDAEHRALLTHNGQAGGLGGLSCLSGSLGDGVRPRDPVTCAAAAG.... Result: 0 (no interaction). (4) The miRNA is hsa-miR-3909 with sequence UGUCCUCUAGGGCCUGCAGUCU. The protein sequence of the target gene is MGLQQEISLQPWCHHPAESCQTTTDMTERLSAEQIKEYKGVFEMFDEEGNGEVKTGELEWLMSLLGINPTKSELASMAKDVDRDNKGFFNCDGFLALMGVYHEKAQNQESELRAAFRVFDKEGKGYIDWNTLKYVLMNAGEPLNEVEAEQMMKEADKDGDRTIDYEEFVAMMTGESFKLIQ. Result: 0 (no interaction). (5) The protein sequence of the target gene is MPLLPSTVGLAGLLFWAGQAVNALIMPNATPAPAQPESTAMRLLSGLEVPRYRRKRHISVRDMNALLDYHNHIRASVYPPAANMEYMVWDKRLARAAEAWATQCIWAHGPSQLMRYVGQNLSIHSGQYRSVVDLMKSWSEEKWHYLFPAPRDCNPHCPWRCDGPTCSHYTQMVWASSNRLGCAIHTCSSISVWGNTWHRAAYLVCNYAIKGNWIGESPYKMGKPCSSCPPSYQGSCNSNMCFKGLKSNKFTWF. Result: 0 (no interaction). The miRNA is hsa-miR-921 with sequence CUAGUGAGGGACAGAACCAGGAUUC.